This data is from CYP3A4 inhibition data for predicting drug metabolism from PubChem BioAssay. The task is: Regression/Classification. Given a drug SMILES string, predict its absorption, distribution, metabolism, or excretion properties. Task type varies by dataset: regression for continuous measurements (e.g., permeability, clearance, half-life) or binary classification for categorical outcomes (e.g., BBB penetration, CYP inhibition). Dataset: cyp3a4_veith. The molecule is CCCCN1C(=O)C(NC(=O)CC(C)C)(C(F)(F)F)C2=C1CC(C)(C)CC2=O. The result is 0 (non-inhibitor).